This data is from Full USPTO retrosynthesis dataset with 1.9M reactions from patents (1976-2016). The task is: Predict the reactants needed to synthesize the given product. (1) Given the product [Cl:26][C:20]1[CH:19]=[C:18]([C:15]2[CH:16]=[CH:17][N:13]([CH2:12][C@@H:11]([NH:10][C:7](=[O:9])[C:2]3[CH:3]=[CH:4][CH:5]=[CH:6][N:1]=3)[CH3:27])[N:14]=2)[CH:25]=[CH:24][C:21]=1[C:22]#[N:23], predict the reactants needed to synthesize it. The reactants are: [N:1]1[CH:6]=[CH:5][CH:4]=[CH:3][C:2]=1[C:7]([OH:9])=O.[NH2:10][C@@H:11]([CH3:27])[CH2:12][N:13]1[CH:17]=[CH:16][C:15]([C:18]2[CH:25]=[CH:24][C:21]([C:22]#[N:23])=[C:20]([Cl:26])[CH:19]=2)=[N:14]1. (2) Given the product [Br:8][C:9]1[CH:14]=[CH:13][C:12]([CH2:15][N:1]2[CH:5]=[CH:4][N:3]=[CH:2]2)=[C:11]([CH3:17])[CH:10]=1, predict the reactants needed to synthesize it. The reactants are: [NH:1]1[CH:5]=[CH:4][N:3]=[CH:2]1.[H-].[Na+].[Br:8][C:9]1[CH:14]=[CH:13][C:12]([CH2:15]Br)=[C:11]([CH3:17])[CH:10]=1. (3) Given the product [Si:1]([O:18][C@H:19]([CH3:28])[CH2:20][CH2:21][CH2:22][CH2:23][OH:24])([C:14]([CH3:16])([CH3:17])[CH3:15])([C:8]1[CH:9]=[CH:10][CH:11]=[CH:12][CH:13]=1)[C:2]1[CH:3]=[CH:4][CH:5]=[CH:6][CH:7]=1, predict the reactants needed to synthesize it. The reactants are: [Si:1]([O:18][C@H:19]([CH3:28])[CH2:20][CH2:21][CH2:22][C:23](OCC)=[O:24])([C:14]([CH3:17])([CH3:16])[CH3:15])([C:8]1[CH:13]=[CH:12][CH:11]=[CH:10][CH:9]=1)[C:2]1[CH:7]=[CH:6][CH:5]=[CH:4][CH:3]=1.[H-].[H-].[H-].[H-].[Li+].[Al+3]. (4) Given the product [C:1]([O:5][C:6]([N:8]1[CH2:22][CH2:21][C:11]2[N:12]([CH3:25])[C:13]3[CH:14]=[C:15]([CH3:20])[CH:16]=[C:17]([CH3:19])[C:18]=3[C:10]=2[CH2:9]1)=[O:7])([CH3:4])([CH3:2])[CH3:3], predict the reactants needed to synthesize it. The reactants are: [C:1]([O:5][C:6]([N:8]1[CH2:22][CH2:21][C:11]2[NH:12][C:13]3[CH:14]=[C:15]([CH3:20])[CH:16]=[C:17]([CH3:19])[C:18]=3[C:10]=2[CH2:9]1)=[O:7])([CH3:4])([CH3:3])[CH3:2].[OH-].[K+].[CH3:25]OCCOC. (5) Given the product [CH3:1][C:2]1[O:6][C:5]2[C:7]([OH:13])=[C:8]([O:11][CH3:12])[CH:9]=[CH:10][C:4]=2[C:3]=1[C:17](=[O:30])[C:18]1[CH:23]=[C:22]([O:24][CH3:25])[C:21]([O:26][CH3:27])=[C:20]([O:28][CH3:29])[CH:19]=1, predict the reactants needed to synthesize it. The reactants are: [CH3:1][C:2]1[O:6][C:5]2[C:7]([O:13]C(C)C)=[C:8]([O:11][CH3:12])[CH:9]=[CH:10][C:4]=2[C:3]=1[C:17](=[O:30])[C:18]1[CH:23]=[C:22]([O:24][CH3:25])[C:21]([O:26][CH3:27])=[C:20]([O:28][CH3:29])[CH:19]=1.B(Cl)(Cl)Cl. (6) Given the product [Br:18][C:15]1[CH:16]=[CH:17][C:9]2[C:8]3[S:19][C:5]([C:3]4[N:31]=[C:32]([NH2:34])[S:33][C:2]=4[C:20]4[CH:25]=[CH:24][CH:23]=[CH:22][C:21]=4[Cl:26])=[CH:6][C:7]=3[CH2:13][CH2:12][O:11][C:10]=2[CH:14]=1, predict the reactants needed to synthesize it. The reactants are: Br[CH:2]([C:20]1[CH:25]=[CH:24][CH:23]=[CH:22][C:21]=1[Cl:26])[C:3]([C:5]1[S:19][C:8]2[C:9]3[CH:17]=[CH:16][C:15]([Br:18])=[CH:14][C:10]=3[O:11][CH2:12][CH2:13][C:7]=2[CH:6]=1)=O.CC(C)=O.[NH2:31][C:32]([NH2:34])=[S:33]. (7) Given the product [CH3:26][N:23]1[C:24]([CH3:25])=[C:20]([NH:19][S:16]([C:3]2[C:4]([Cl:15])=[CH:5][C:6]([C:32]3[CH:33]=[CH:34][CH:35]=[C:30]([CH:28]=[O:29])[CH:31]=3)=[CH:7][C:2]=2[Cl:1])(=[O:18])=[O:17])[C:21]([CH3:27])=[N:22]1, predict the reactants needed to synthesize it. The reactants are: [Cl:1][C:2]1[CH:7]=[C:6](C2C=CN=C(Cl)C=2)[CH:5]=[C:4]([Cl:15])[C:3]=1[S:16]([NH:19][C:20]1[C:21]([CH3:27])=[N:22][N:23]([CH3:26])[C:24]=1[CH3:25])(=[O:18])=[O:17].[CH:28]([C:30]1[CH:31]=[C:32](B(O)O)[CH:33]=[CH:34][CH:35]=1)=[O:29].P([O-])([O-])([O-])=O.[K+].[K+].[K+].C(Cl)Cl.